Dataset: Full USPTO retrosynthesis dataset with 1.9M reactions from patents (1976-2016). Task: Predict the reactants needed to synthesize the given product. (1) Given the product [CH3:3][O:4][CH2:5][C@H:6]([CH3:50])[CH2:7][O:8][CH2:9][C:10]1[CH:15]=[CH:14][C:13]([C@@H:16]2[C@@H:21]([O:22][CH2:23][C:24]3[CH:25]=[CH:26][C:27]4[O:32][CH2:31][CH2:30][N:29]([CH2:33][CH2:34][CH2:35][O:36][CH3:37])[C:28]=4[CH:38]=3)[CH2:20][N:19]([S:39]([C:42]3[CH:47]=[CH:46][C:45]([CH3:48])=[CH:44][CH:43]=3)(=[O:40])=[O:41])[CH2:18][C@H:17]2[O:49][CH2:61][CH2:62][N:63]([CH3:74])[S:64]([C:67]2[CH:72]=[CH:71][CH:70]=[CH:69][CH:68]=2)(=[O:65])=[O:66])=[CH:12][CH:11]=1, predict the reactants needed to synthesize it. The reactants are: [H-].[Na+].[CH3:3][O:4][CH2:5][C@H:6]([CH3:50])[CH2:7][O:8][CH2:9][C:10]1[CH:15]=[CH:14][C:13]([C@@H:16]2[C@@H:21]([O:22][CH2:23][C:24]3[CH:25]=[CH:26][C:27]4[O:32][CH2:31][CH2:30][N:29]([CH2:33][CH2:34][CH2:35][O:36][CH3:37])[C:28]=4[CH:38]=3)[CH2:20][N:19]([S:39]([C:42]3[CH:47]=[CH:46][C:45]([CH3:48])=[CH:44][CH:43]=3)(=[O:41])=[O:40])[CH2:18][C@H:17]2[OH:49])=[CH:12][CH:11]=1.C1(C)C=CC(S(O[CH2:61][CH2:62][N:63]([CH3:74])[S:64]([C:67]2[CH:72]=[CH:71][C:70](C)=[CH:69][CH:68]=2)(=[O:66])=[O:65])(=O)=O)=CC=1. (2) Given the product [NH:1]1[C:5]2=[N:6][CH:7]=[CH:8][CH:9]=[C:4]2[C:3]([CH:10]=[C:11]2[O:15][C:14]([NH:16][C:17]3[CH:22]=[CH:21][CH:20]=[CH:19][C:18]=3[Cl:23])=[C:13]([C:24]([O:26][CH2:27][CH2:28][OH:32])=[O:25])[C:12]2=[O:29])=[CH:2]1, predict the reactants needed to synthesize it. The reactants are: [NH:1]1[C:5]2=[N:6][CH:7]=[CH:8][CH:9]=[C:4]2[C:3]([CH:10]=[C:11]2[O:15][C:14]([NH:16][C:17]3[CH:22]=[CH:21][CH:20]=[CH:19][C:18]=3[Cl:23])=[C:13]([C:24]([O:26][CH2:27][CH3:28])=[O:25])[C:12]2=[O:29])=[CH:2]1.C(O)C[OH:32]. (3) Given the product [CH3:24][C@:9]1([NH:8][C:6](=[O:7])[O:5][C:1]([CH3:4])([CH3:3])[CH3:2])[CH2:13][CH2:12][NH:11][CH2:10]1, predict the reactants needed to synthesize it. The reactants are: [C:1]([O:5][C:6]([NH:8][C@@:9]1([CH3:24])[CH2:13][CH2:12][N:11](C(OCC2C=CC=CC=2)=O)[CH2:10]1)=[O:7])([CH3:4])([CH3:3])[CH3:2].[H][H]. (4) Given the product [Cl:22][C:23]1[C:31]([F:32])=[C:30]2[C:26]([C:27]([S:13][C:12]3[C:2]([F:1])=[C:3]([CH:9]=[CH:10][CH:11]=3)[C:4]([O:6][CH2:7][CH3:8])=[O:5])=[CH:28][N:29]2[C:33]2[CH:34]=[N:35][CH:36]=[CH:37][CH:38]=2)=[CH:25][CH:24]=1, predict the reactants needed to synthesize it. The reactants are: [F:1][C:2]1[C:12]([SH:13])=[CH:11][CH:10]=[CH:9][C:3]=1[C:4]([O:6][CH2:7][CH3:8])=[O:5].C1C(=O)N(Cl)C(=O)C1.[Cl:22][C:23]1[C:31]([F:32])=[C:30]2[C:26]([CH:27]=[CH:28][N:29]2[C:33]2[CH:34]=[N:35][CH:36]=[CH:37][CH:38]=2)=[CH:25][CH:24]=1.C([O-])(O)=O.[Na+]. (5) Given the product [NH2:19][C:17]1[C:16]([O:22][CH3:23])=[CH:15][C:13]2[CH2:14][N:8]([CH2:1][C:2]3[CH:7]=[CH:6][CH:5]=[CH:4][CH:3]=3)[CH2:9][C:10](=[O:24])[NH:11][C:12]=2[CH:18]=1, predict the reactants needed to synthesize it. The reactants are: [CH2:1]([N:8]1[CH2:14][C:13]2[CH:15]=[C:16]([O:22][CH3:23])[C:17]([N+:19]([O-])=O)=[CH:18][C:12]=2[NH:11][C:10](=[O:24])[CH2:9]1)[C:2]1[CH:7]=[CH:6][CH:5]=[CH:4][CH:3]=1. (6) Given the product [Br:10][C@@H:4]1[C@@H:5]2[CH2:6][C@@H:1]([C:7](=[O:9])[O:8]2)[CH2:2][CH2:3]1, predict the reactants needed to synthesize it. The reactants are: [C@H:1]1([C:7]([OH:9])=[O:8])[CH2:6][CH2:5][CH:4]=[CH:3][CH2:2]1.[Br:10]N1C(=O)CCC1=O.[O-2].[Ca+2].O.